From a dataset of Full USPTO retrosynthesis dataset with 1.9M reactions from patents (1976-2016). Predict the reactants needed to synthesize the given product. (1) Given the product [Br:1][C:2]1[CH:7]=[CH:6][CH:5]=[CH:4][C:3]=1[C:8]1[N:12]([CH2:20][C:21]([N:23]2[CH2:24][CH2:25][N:26]([C:29]3[CH:34]=[CH:33][C:32]([Cl:35])=[CH:31][CH:30]=3)[CH2:27][CH2:28]2)=[O:22])[N:11]=[N:10][N:9]=1, predict the reactants needed to synthesize it. The reactants are: [Br:1][C:2]1[CH:7]=[CH:6][CH:5]=[CH:4][C:3]=1[C:8]1[NH:12][N:11]=[N:10][N:9]=1.C(=O)([O-])[O-].[K+].[K+].Cl[CH2:20][C:21]([N:23]1[CH2:28][CH2:27][N:26]([C:29]2[CH:34]=[CH:33][C:32]([Cl:35])=[CH:31][CH:30]=2)[CH2:25][CH2:24]1)=[O:22]. (2) Given the product [N:1]12[CH2:8][CH2:7][CH:4]([CH2:5][CH2:6]1)[CH:3]([O:9][C:26]([N:17]1[CH2:18][CH2:19][C:20]3[C:25](=[CH:24][CH:23]=[CH:22][CH:21]=3)[C@@H:16]1[C:10]1[CH:15]=[CH:14][CH:13]=[CH:12][CH:11]=1)=[O:27])[CH2:2]2, predict the reactants needed to synthesize it. The reactants are: [N:1]12[CH2:8][CH2:7][CH:4]([CH2:5][CH2:6]1)[CH:3]([OH:9])[CH2:2]2.[C:10]1([C@H:16]2[C:25]3[C:20](=[CH:21][CH:22]=[CH:23][CH:24]=3)[CH2:19][CH2:18][N:17]2[C:26](OCC)=[O:27])[CH:15]=[CH:14][CH:13]=[CH:12][CH:11]=1.[H-].[Na+].[Cl-].[Na+]. (3) The reactants are: C[O:2][C:3]1[N:8]=[CH:7][C:6]([CH2:9][C:10]2[C:11](=[O:18])[N:12]=[C:13]([S:16][CH3:17])[NH:14][CH:15]=2)=[CH:5][N:4]=1.B(Br)(Br)Br. Given the product [CH3:17][S:16][C:13]1[NH:14][CH:15]=[C:10]([CH2:9][C:6]2[CH:5]=[N:4][C:3](=[O:2])[NH:8][CH:7]=2)[C:11](=[O:18])[N:12]=1, predict the reactants needed to synthesize it. (4) Given the product [OH:8][C:9]1[CH:38]=[CH:37][C:36]([C:39]2[CH:40]=[CH:41][N:42]=[CH:43][CH:44]=2)=[CH:35][C:10]=1[C:11]([NH:13][C:14]1[CH:26]=[C:25]([C:27]2[CH:32]=[CH:31][CH:30]=[CH:29][C:28]=2[O:33][CH3:34])[CH:24]=[CH:23][C:15]=1[C:16]([OH:18])=[O:17])=[O:12], predict the reactants needed to synthesize it. The reactants are: FC(F)(F)C(O)=O.[OH:8][C:9]1[CH:38]=[CH:37][C:36]([C:39]2[CH:44]=[CH:43][N:42]=[CH:41][CH:40]=2)=[CH:35][C:10]=1[C:11]([NH:13][C:14]1[CH:26]=[C:25]([C:27]2[CH:32]=[CH:31][CH:30]=[CH:29][C:28]=2[O:33][CH3:34])[CH:24]=[CH:23][C:15]=1[C:16]([O:18]C(C)(C)C)=[O:17])=[O:12]. (5) Given the product [Br:11][C:12]1[CH:13]=[N:1][C:2]2[C:3]([CH:15]=1)=[CH:4][C:5]([O:9][CH3:10])=[C:6]([OH:8])[CH:7]=2, predict the reactants needed to synthesize it. The reactants are: [NH2:1][C:2]1[CH:3]=[CH:4][C:5]([O:9][CH3:10])=[C:6]([OH:8])[CH:7]=1.[Br:11][CH:12]([CH:15]=O)[CH:13]=O.Br.[OH-].[Na+]. (6) The reactants are: [CH3:1][O:2][C:3]1[CH:11]=[CH:10][CH:9]=[CH:8][C:4]=1[C:5]([OH:7])=O.[F:12][C:13]1[CH:18]=[CH:17][C:16]([NH:19][C:20]([C:22]2[C:26]([NH2:27])=[CH:25][NH:24][N:23]=2)=[O:21])=[CH:15][CH:14]=1.C(Cl)CCl.C1C=CC2N(O)N=NC=2C=1. Given the product [F:12][C:13]1[CH:14]=[CH:15][C:16]([NH:19][C:20]([C:22]2[C:26]([NH:27][C:5](=[O:7])[C:4]3[CH:8]=[CH:9][CH:10]=[CH:11][C:3]=3[O:2][CH3:1])=[CH:25][NH:24][N:23]=2)=[O:21])=[CH:17][CH:18]=1, predict the reactants needed to synthesize it.